Dataset: Catalyst prediction with 721,799 reactions and 888 catalyst types from USPTO. Task: Predict which catalyst facilitates the given reaction. Reactant: [Cl-].[Al+3].[Cl-].[Cl-].[C:5](Cl)(=[O:9])[CH:6]([CH3:8])[CH3:7].[S:11]1[CH:15]=[CH:14][CH:13]=[CH:12]1.BrBr. Product: [CH3:7][CH:6]([CH3:8])[C:5]([C:12]1[S:11][CH:15]=[CH:14][CH:13]=1)=[O:9]. The catalyst class is: 4.